This data is from Full USPTO retrosynthesis dataset with 1.9M reactions from patents (1976-2016). The task is: Predict the reactants needed to synthesize the given product. (1) Given the product [N:1]1[CH:2]=[C:3]([S:10][C:11]2[CH:20]=[CH:19][C:14]3[N:15]=[C:16]([NH:18][C:25](=[O:26])[CH2:24][CH2:23][O:22][CH3:21])[S:17][C:13]=3[CH:12]=2)[N:4]2[CH:9]=[CH:8][CH:7]=[N:6][C:5]=12, predict the reactants needed to synthesize it. The reactants are: [N:1]1[CH:2]=[C:3]([S:10][C:11]2[CH:20]=[CH:19][C:14]3[N:15]=[C:16]([NH2:18])[S:17][C:13]=3[CH:12]=2)[N:4]2[CH:9]=[CH:8][CH:7]=[N:6][C:5]=12.[CH3:21][O:22][CH2:23][CH2:24][C:25](O)=[O:26].Cl.CN(C)CCCN=C=NCC. (2) Given the product [NH2:1][CH2:2][C:3]1[CH:4]=[CH:5][C:6]([C:7]([O:9][CH3:16])=[O:8])=[CH:10][CH:11]=1, predict the reactants needed to synthesize it. The reactants are: [NH2:1][CH2:2][C:3]1[CH:11]=[CH:10][C:6]([C:7]([OH:9])=[O:8])=[CH:5][CH:4]=1.O=S(Cl)Cl.[CH3:16]O. (3) Given the product [Br:1][C:2]1[CH:3]=[CH:4][CH:5]=[C:6]2[C:15]=1[S:14][C:13]1[CH:12]=[CH:11][C:10]([NH:17][C@@H:18]3[CH2:23][CH2:22][CH2:21][CH2:20][C@H:19]3[NH:24][C:25](=[O:31])[O:26][C:27]([CH3:29])([CH3:28])[CH3:30])=[CH:9][C:8]=1[S:7]2, predict the reactants needed to synthesize it. The reactants are: [Br:1][C:2]1[C:15]2[S:14][C:13]3[C:8](=[CH:9][C:10](I)=[CH:11][CH:12]=3)[S:7][C:6]=2[CH:5]=[CH:4][CH:3]=1.[NH2:17][C@@H:18]1[CH2:23][CH2:22][CH2:21][CH2:20][C@H:19]1[NH:24][C:25](=[O:31])[O:26][C:27]([CH3:30])([CH3:29])[CH3:28].C(=O)([O-])[O-].[Cs+].[Cs+].C(C1CCCCC1=O)(=O)C(C)C.[Cl-].[Na+].